From a dataset of Catalyst prediction with 721,799 reactions and 888 catalyst types from USPTO. Predict which catalyst facilitates the given reaction. (1) Reactant: [Cl:1][C:2]1[C:7]([C:8]#[N:9])=[C:6]([F:10])[CH:5]=[CH:4][C:3]=1[CH:11](O)[CH2:12][N:13]1[CH2:18][CH2:17][N:16]([C:19]([O:21][C:22]([CH3:25])([CH3:24])[CH3:23])=[O:20])[CH2:15][C@@H:14]1[CH2:26][OH:27].C(C=P(CCCC)(CCCC)CCCC)#N. Product: [Cl:1][C:2]1[C:7]([C:8]#[N:9])=[C:6]([F:10])[CH:5]=[CH:4][C:3]=1[CH:11]1[O:27][CH2:26][C@H:14]2[CH2:15][N:16]([C:19]([O:21][C:22]([CH3:24])([CH3:25])[CH3:23])=[O:20])[CH2:17][CH2:18][N:13]2[CH2:12]1. The catalyst class is: 48. (2) Reactant: C(OC([NH:8][C:9]1([C:22]2[NH:26][C:25]3[CH:27]=[CH:28][C:29]([O:31][C:32]4[CH:37]=[CH:36][C:35]([O:38][CH3:39])=[CH:34][CH:33]=4)=[CH:30][C:24]=3[N:23]=2)[CH2:14][CH2:13][N:12](C(OC(C)(C)C)=O)[CH2:11][CH2:10]1)=O)(C)(C)C.COC1C=CC(OC2C=CC3NC(C4(NC(=O)OC(C)(C)C)CCNCC4)=NC=3C=2)=CC=1.Cl. Product: [CH3:39][O:38][C:35]1[CH:34]=[CH:33][C:32]([O:31][C:29]2[CH:28]=[CH:27][C:25]3[NH:26][C:22]([C:9]4([NH2:8])[CH2:10][CH2:11][NH:12][CH2:13][CH2:14]4)=[N:23][C:24]=3[CH:30]=2)=[CH:37][CH:36]=1. The catalyst class is: 10.